This data is from Forward reaction prediction with 1.9M reactions from USPTO patents (1976-2016). The task is: Predict the product of the given reaction. (1) Given the reactants [NH:1]1[C:9]2[C:4](=[CH:5][C:6]([C:10]3[NH:11][C:12]4[N:13]([N:17]=[CH:18][C:19]=4[C:20]([NH:22][CH2:23][C:24]#[CH:25])=[O:21])[C:14](=[O:16])[CH:15]=3)=[CH:7][CH:8]=2)[CH:3]=[N:2]1.[H-].[Na+], predict the reaction product. The product is: [NH:1]1[C:9]2[C:4](=[CH:5][C:6]([C:10]3[NH:11][C:12]4[N:13]([N:17]=[CH:18][C:19]=4[C:20]4[O:21][C:24]([CH3:25])=[CH:23][N:22]=4)[C:14](=[O:16])[CH:15]=3)=[CH:7][CH:8]=2)[CH:3]=[N:2]1. (2) Given the reactants [NH2:1][C:2]1[CH:3]=[C:4]([OH:8])[CH:5]=[CH:6][CH:7]=1.[C:9](Cl)(=[O:16])[C:10]1[CH:15]=[CH:14][CH:13]=[CH:12][CH:11]=1, predict the reaction product. The product is: [OH:8][C:4]1[CH:3]=[C:2]([NH:1][C:9](=[O:16])[C:10]2[CH:15]=[CH:14][CH:13]=[CH:12][CH:11]=2)[CH:7]=[CH:6][CH:5]=1. (3) Given the reactants [F:1][C:2]1[CH:7]=[C:6]([F:8])[C:5]([F:9])=[CH:4][C:3]=1[C:10]1[CH:11]=[C:12]([CH:17]=[CH:18][N:19]=1)[C:13]([O:15][CH3:16])=[O:14], predict the reaction product. The product is: [F:1][C:2]1[CH:7]=[C:6]([F:8])[C:5]([F:9])=[CH:4][C:3]=1[CH:10]1[CH2:11][CH:12]([C:13]([O:15][CH3:16])=[O:14])[CH2:17][CH2:18][NH:19]1. (4) Given the reactants [CH3:1][O:2][C:3](=[O:22])[NH:4][C:5]1[CH:10]=[CH:9][C:8]([NH:11][CH2:12][CH:13]2[CH2:18][O:17][CH2:16][CH2:15][O:14]2)=[C:7]([N+:19]([O-])=O)[CH:6]=1, predict the reaction product. The product is: [CH3:1][O:2][C:3](=[O:22])[NH:4][C:5]1[CH:10]=[CH:9][C:8]([NH:11][CH2:12][CH:13]2[CH2:18][O:17][CH2:16][CH2:15][O:14]2)=[C:7]([NH2:19])[CH:6]=1. (5) Given the reactants [OH:1][C:2]1[CH:10]=[CH:9][C:5]([C:6]([OH:8])=O)=[CH:4][N:3]=1.Cl.[O:12]([CH2:19][CH2:20][C@@H:21]1[CH2:26][CH2:25][C@H:24]([CH2:27][NH2:28])[CH2:23][CH2:22]1)[C:13]1[CH:18]=[CH:17][CH:16]=[CH:15][CH:14]=1, predict the reaction product. The product is: [OH:1][C:2]1[CH:10]=[CH:9][C:5]([C:6]([NH:28][CH2:27][C@H:24]2[CH2:23][CH2:22][C@@H:21]([CH2:20][CH2:19][O:12][C:13]3[CH:14]=[CH:15][CH:16]=[CH:17][CH:18]=3)[CH2:26][CH2:25]2)=[O:8])=[CH:4][N:3]=1. (6) Given the reactants [OH:1][CH:2]([C:15]1[CH:20]=[CH:19][C:18]([N+:21]([O-:23])=[O:22])=[CH:17][CH:16]=1)[CH2:3][NH:4][S:5]([C:8]1[CH:13]=[CH:12][C:11]([CH3:14])=[CH:10][CH:9]=1)(=[O:7])=[O:6].[H-].[Na+].FC(F)(F)S([O-])(=O)=O.Br[CH2:35][CH2:36][S+](C1C=CC=CC=1)C1C=CC=CC=1.[Cl-].[NH4+], predict the reaction product. The product is: [N+:21]([C:18]1[CH:19]=[CH:20][C:15]([CH:2]2[O:1][CH2:36][CH2:35][N:4]([S:5]([C:8]3[CH:9]=[CH:10][C:11]([CH3:14])=[CH:12][CH:13]=3)(=[O:7])=[O:6])[CH2:3]2)=[CH:16][CH:17]=1)([O-:23])=[O:22]. (7) Given the reactants [Cl:1][C:2]1[N:7]=[C:6](Cl)[C:5]([C:9]([O:11][CH2:12][CH3:13])=[O:10])=[CH:4][N:3]=1.[Cl:14][C:15]1[CH:16]=[C:17](B(O)O)[CH:18]=[CH:19][CH:20]=1.[O-]P([O-])([O-])=O.[K+].[K+].[K+].C(P(C(C)(C)C)C(C)(C)C)(C)(C)C, predict the reaction product. The product is: [Cl:1][C:2]1[N:7]=[C:6]([C:20]2[CH:19]=[CH:18][CH:17]=[CH:16][C:15]=2[Cl:14])[C:5]([C:9]([O:11][CH2:12][CH3:13])=[O:10])=[CH:4][N:3]=1.